Dataset: Cav3 T-type calcium channel HTS with 100,875 compounds. Task: Binary Classification. Given a drug SMILES string, predict its activity (active/inactive) in a high-throughput screening assay against a specified biological target. (1) The compound is O1C2(OCC1)CCN(CC2)C(=O)CCCOc1c2c(n(c(=O)c1)C)cccc2. The result is 0 (inactive). (2) The result is 0 (inactive). The drug is s1c(C(N2CCOCC2)C(NC(=O)Nc2ccccc2)C)ccc1. (3) The drug is O=c1n(c(=O)n(c(N)c1N1CCCCC1)CCC)CC(=O)Nc1ccccc1. The result is 0 (inactive). (4) The drug is O=C(NCC=C)C1C(CC=CC1)C(O)=O. The result is 0 (inactive). (5) The compound is S(c1n(Cc2ccccc2)c(nn1)c1occc1)CC(=O)NC(=O)NC. The result is 0 (inactive). (6) The compound is S(CC(=O)Nc1cc(ccc1)C)c1oc(nn1)CNc1ccc(OC)cc1. The result is 0 (inactive).